Predict the product of the given reaction. From a dataset of Forward reaction prediction with 1.9M reactions from USPTO patents (1976-2016). (1) Given the reactants [H-].[Na+].Cl[C:4]1[N:5]([C:17]2[CH:22]=[CH:21][C:20]([Cl:23])=[CH:19][CH:18]=2)[N:6]=[C:7]2[C:16]3[CH2:15][CH2:14][CH2:13][CH2:12][C:11]=3[N:10]=[CH:9][C:8]=12.[CH2:24]1[CH2:28][O:27][CH2:26][CH2:25]1, predict the reaction product. The product is: [Cl:23][C:20]1[CH:19]=[CH:18][CH:28]=[CH:24][C:25]=1[CH2:26][O:27][C:4]1[N:5]([C:17]2[CH:22]=[CH:21][C:20]([Cl:23])=[CH:19][CH:18]=2)[N:6]=[C:7]2[C:16]3[CH2:15][CH2:14][CH2:13][CH2:12][C:11]=3[N:10]=[CH:9][C:8]=12. (2) Given the reactants [N:1]1[CH:6]=[CH:5][CH:4]=[C:3]([NH:7][S:8]([C:11]2[CH:20]=[CH:19][CH:18]=[CH:17][C:12]=2[C:13]([O:15]C)=O)(=[O:10])=[O:9])[CH:2]=1.[CH2:21]([NH2:25])[CH2:22][CH2:23][CH3:24], predict the reaction product. The product is: [CH2:21]([NH:25][C:13](=[O:15])[C:12]1[CH:17]=[CH:18][CH:19]=[CH:20][C:11]=1[S:8]([NH:7][C:3]1[CH:2]=[N:1][CH:6]=[CH:5][CH:4]=1)(=[O:9])=[O:10])[CH2:22][CH2:23][CH3:24]. (3) The product is: [CH2:1]([C:3]1[CH:8]=[CH:7][C:6]([C@H:9]2[CH2:14][C@@H:13]([CH3:15])[N:12]3[N:19]=[CH:20][C:21]([C:22]([O:24][CH2:25][CH3:26])=[O:23])=[C:11]3[NH:10]2)=[CH:5][CH:4]=1)[CH3:2]. Given the reactants [CH2:1]([C:3]1[CH:8]=[CH:7][C:6]([C@H:9]2[CH2:14][C@@H:13]([C:15](F)(F)F)[N:12]3[N:19]=[CH:20][C:21]([C:22]([O:24][CH2:25][CH3:26])=[O:23])=[C:11]3[NH:10]2)=[CH:5][CH:4]=1)[CH3:2].C(C1C=CC(C2(C)N3NC=C(C(OCC)=O)C3=NC=C2)=CC=1)C.[BH4-].[Na+], predict the reaction product. (4) Given the reactants CS(Cl)(=O)=O.[CH2:6]([N:8]1[CH:12]=[C:11]([C:13]2[CH:18]=[CH:17][C:16]([F:19])=[C:15]([CH3:20])[CH:14]=2)[N:10]=[C:9]1[CH2:21]O)[CH3:7].[CH2:23]([N:25](CC)CC)C.[C-]#N.[K+], predict the reaction product. The product is: [CH2:6]([N:8]1[CH:12]=[C:11]([C:13]2[CH:18]=[CH:17][C:16]([F:19])=[C:15]([CH3:20])[CH:14]=2)[N:10]=[C:9]1[CH2:21][C:23]#[N:25])[CH3:7]. (5) Given the reactants [OH-:1].[K+].[C:3]([C:6]12[CH2:15][CH:10]([C:11]([CH3:14])=[CH:12][CH2:13]1)[C:9](=O)C[CH:7]2[CH3:17])(C)=C.CI.Cl.[CH3:21]CCCCC.[CH3:27][C:28](OC)([CH3:30])[CH3:29], predict the reaction product. The product is: [C:28]([C:30]12[CH2:9][CH:10]([C:11]([CH3:14])=[CH:12][CH2:13]1)[C:15](=[O:1])[C:6]([CH3:3])([CH3:21])[CH:7]2[CH3:17])([CH3:29])=[CH2:27]. (6) Given the reactants O[C:2]1[CH:7]=[C:6]([CH3:8])[N:5]([CH3:9])[C:4](=[O:10])[C:3]=1[C:11](=[O:26])[CH:12]=[CH:13][C:14]1[CH:19]=[CH:18][CH:17]=[C:16]([O:20][CH2:21][C:22]([O:24][CH3:25])=[O:23])[CH:15]=1.[H-].[Na+].[Cl-].[CH2:30]([NH2:33])[C:31]#[CH:32], predict the reaction product. The product is: [CH2:30]([NH:33][C:2]1[CH:7]=[C:6]([CH3:8])[N:5]([CH3:9])[C:4](=[O:10])[C:3]=1[C:11](=[O:26])[CH:12]=[CH:13][C:14]1[CH:19]=[CH:18][CH:17]=[C:16]([O:20][CH2:21][C:22]([O:24][CH3:25])=[O:23])[CH:15]=1)[C:31]#[CH:32]. (7) Given the reactants [Cl:1][C:2]1[N:7]=[C:6]([Cl:8])[CH:5]=[C:4](Cl)[N:3]=1.C(N(CC)CC)C.[CH3:17][NH:18][CH:19]1[CH2:24][CH2:23][O:22][CH2:21][CH2:20]1, predict the reaction product. The product is: [Cl:1][C:2]1[N:3]=[C:4]([N:18]([CH3:17])[CH:19]2[CH2:24][CH2:23][O:22][CH2:21][CH2:20]2)[CH:5]=[C:6]([Cl:8])[N:7]=1.